This data is from Catalyst prediction with 721,799 reactions and 888 catalyst types from USPTO. The task is: Predict which catalyst facilitates the given reaction. (1) Reactant: [O:1]([C:3]([C:5]1[CH:10]([C:11]2[CH:16]=[CH:15][C:14]([F:17])=[C:13]([F:18])[CH:12]=2)[N:9]([C:19]([NH:21][CH2:22][CH2:23][CH2:24][C:25]([NH:27][C:28]2[CH:29]=[C:30]([CH:34]3[CH2:39][CH2:38][N:37](C(OC(C)(C)C)=O)[CH2:36][CH2:35]3)[CH:31]=[CH:32][CH:33]=2)=[O:26])=[O:20])[C:8](=[O:47])[NH:7][C:6]=1[CH3:48])=[O:4])[CH3:2].FC(F)(F)C(O)=O. Product: [O:1]([C:3]([C:5]1[CH:10]([C:11]2[CH:16]=[CH:15][C:14]([F:17])=[C:13]([F:18])[CH:12]=2)[N:9]([C:19]([NH:21][CH2:22][CH2:23][CH2:24][C:25](=[O:26])[NH:27][C:28]2[CH:33]=[CH:32][CH:31]=[C:30]([CH:34]3[CH2:39][CH2:38][NH:37][CH2:36][CH2:35]3)[CH:29]=2)=[O:20])[C:8](=[O:47])[NH:7][C:6]=1[CH3:48])=[O:4])[CH3:2]. The catalyst class is: 4. (2) Reactant: [F:1][C:2]([F:7])([F:6])[C:3]([OH:5])=[O:4].[C:8]([C:10]1[CH:11]=[C:12]([C:20]2[O:24][N:23]=[C:22]([C:25]3[C:26]([CH3:42])=[C:27]4[C:32](=[CH:33][CH:34]=3)[CH2:31][N:30](C(OC(C)(C)C)=O)[CH2:29][CH2:28]4)[N:21]=2)[CH:13]=[N:14][C:15]=1[O:16][CH:17]([CH3:19])[CH3:18])#[N:9]. Product: [F:1][C:2]([F:7])([F:6])[C:3]([OH:5])=[O:4].[CH3:19][CH:17]([O:16][C:15]1[C:10]([C:8]#[N:9])=[CH:11][C:12]([C:20]2[O:24][N:23]=[C:22]([C:25]3[C:26]([CH3:42])=[C:27]4[C:32](=[CH:33][CH:34]=3)[CH2:31][NH:30][CH2:29][CH2:28]4)[N:21]=2)=[CH:13][N:14]=1)[CH3:18]. The catalyst class is: 2. (3) Reactant: [NH2:1][C:2]1[CH:3]=[N:4][CH:5]=[CH:6][CH:7]=1.[CH:8](OC)(OC)[O:9]C. Product: [CH3:8][O:9][N:1]=[C:2]1[CH:7]=[CH:6][CH:5]=[N:4][CH2:3]1. The catalyst class is: 6. (4) Reactant: C([O:8][C:9]1[CH:10]=[CH:11][C:12]([C:25]2[C:26]([N:45]([CH3:50])[S:46]([CH3:49])(=[O:48])=[O:47])=[CH:27][C:28]3[O:32][C:31]([C:33]4[CH:38]=[CH:37][C:36]([F:39])=[CH:35][CH:34]=4)=[C:30]([C:40]([NH:42][CH3:43])=[O:41])[C:29]=3[CH:44]=2)=[N:13][C:14]=1[C:15]1[NH:16][C:17]2[C:22]([CH:23]=1)=[C:21]([F:24])[CH:20]=[CH:19][CH:18]=2)C1C=CC=CC=1. Product: [F:24][C:21]1[CH:20]=[CH:19][CH:18]=[C:17]2[C:22]=1[CH:23]=[C:15]([C:14]1[N:13]=[C:12]([C:25]3[C:26]([N:45]([CH3:50])[S:46]([CH3:49])(=[O:48])=[O:47])=[CH:27][C:28]4[O:32][C:31]([C:33]5[CH:38]=[CH:37][C:36]([F:39])=[CH:35][CH:34]=5)=[C:30]([C:40]([NH:42][CH3:43])=[O:41])[C:29]=4[CH:44]=3)[CH:11]=[CH:10][C:9]=1[OH:8])[NH:16]2. The catalyst class is: 19. (5) Reactant: C([NH:5][S:6]([C:9]1[CH:10]=[C:11]([C:15]2[CH:20]=[CH:19][CH:18]=[C:17]([C:21]3[N:26]=[C:25]([C:27]4[CH:32]=[CH:31][C:30]([Cl:33])=[C:29]([Cl:34])[CH:28]=4)[CH:24]=[C:23]([C:35]([F:38])([F:37])[F:36])[N:22]=3)[CH:16]=2)[CH:12]=[CH:13][CH:14]=1)(=[O:8])=[O:7])(C)(C)C.C(O)(C(F)(F)F)=O. Product: [Cl:34][C:29]1[CH:28]=[C:27]([C:25]2[CH:24]=[C:23]([C:35]([F:38])([F:36])[F:37])[N:22]=[C:21]([C:17]3[CH:16]=[C:15]([C:11]4[CH:12]=[CH:13][CH:14]=[C:9]([S:6]([NH2:5])(=[O:7])=[O:8])[CH:10]=4)[CH:20]=[CH:19][CH:18]=3)[N:26]=2)[CH:32]=[CH:31][C:30]=1[Cl:33]. The catalyst class is: 4. (6) Reactant: [Na+].[OH:2][C@@H:3]([C@H:5]1[C:11](=[O:12])[N:10]2[C@@H:6]1[CH2:7][C:8]([C:16]1[CH:21]=[CH:20][C:19]([C:22]([NH:24][CH3:25])=[O:23])=[CH:18][CH:17]=1)=[C:9]2[C:13]([O-:15])=[O:14])[CH3:4].[C:26]([O:32][CH2:33]I)(=[O:31])[C:27]([CH3:30])([CH3:29])[CH3:28].C(OCC)(=O)C. Product: [OH:2][C@@H:3]([C@H:5]1[C:11](=[O:12])[N:10]2[C@@H:6]1[CH2:7][C:8]([C:16]1[CH:17]=[CH:18][C:19]([C:22]([NH:24][CH3:25])=[O:23])=[CH:20][CH:21]=1)=[C:9]2[C:13]([O:15][CH2:33][O:32][C:26](=[O:31])[C:27]([CH3:30])([CH3:29])[CH3:28])=[O:14])[CH3:4]. The catalyst class is: 9. (7) Reactant: [Li+].[OH-:2].[O:3]=[C:4]1[N:10]([CH:11]2[CH2:16][CH2:15][N:14]([C:17]([O:19][C@@H:20](OC)[C:21](=C=O)[C:22]3[CH:27]=[C:26]([C:28]([F:31])([F:30])[F:29])[CH:25]=[C:24]([C:32]([F:35])([F:34])[F:33])[CH:23]=3)=[O:18])[CH2:13][CH2:12]2)[CH2:9][CH2:8][C:7]2[CH:40]=[CH:41][CH:42]=[CH:43][C:6]=2[NH:5]1.C1[CH2:48][O:47]CC1. Product: [O:3]=[C:4]1[N:10]([CH:11]2[CH2:12][CH2:13][N:14]([C:17]([O:19][C@@H:20]([C:48]([OH:47])=[O:2])[CH2:21][C:22]3[CH:27]=[C:26]([C:28]([F:30])([F:31])[F:29])[CH:25]=[C:24]([C:32]([F:35])([F:33])[F:34])[CH:23]=3)=[O:18])[CH2:15][CH2:16]2)[CH2:9][CH2:8][C:7]2[CH:40]=[CH:41][CH:42]=[CH:43][C:6]=2[NH:5]1. The catalyst class is: 6. (8) Reactant: [CH:1]1([CH:4]([C:11]2[CH:16]=[CH:15][N:14]=[C:13]([O:17][CH2:18][CH:19]3[CH2:24][CH2:23][N:22]([C:25]4[C:30]([C:31]([O:33]CC5C=CC=CC=5)=[O:32])=[CH:29][N:28]=[C:27]([O:41][CH3:42])[N:26]=4)[CH2:21][CH2:20]3)[CH:12]=2)[CH2:5][C:6]([O:8][CH2:9][CH3:10])=[O:7])[CH2:3][CH2:2]1. Product: [CH:1]1([CH:4]([C:11]2[CH:16]=[CH:15][N:14]=[C:13]([O:17][CH2:18][CH:19]3[CH2:24][CH2:23][N:22]([C:25]4[C:30]([C:31]([OH:33])=[O:32])=[CH:29][N:28]=[C:27]([O:41][CH3:42])[N:26]=4)[CH2:21][CH2:20]3)[CH:12]=2)[CH2:5][C:6]([O:8][CH2:9][CH3:10])=[O:7])[CH2:3][CH2:2]1. The catalyst class is: 586.